From a dataset of Full USPTO retrosynthesis dataset with 1.9M reactions from patents (1976-2016). Predict the reactants needed to synthesize the given product. (1) Given the product [C:42]([O:46][C:47](=[O:55])[CH2:48][N:49]1[CH2:50][CH2:51][N:52]([C:30]2[CH:31]=[CH:32][C:24]([NH:23][C:21]3[C:20]([C:36]([F:37])([F:39])[F:38])=[CH:19][N:18]=[C:17]([NH:16][C:13]4[CH:14]=[CH:15][C:10]([CH2:9][P:4]([O:5][CH2:6][CH3:7])([O:3][CH2:1][CH3:2])=[O:8])=[CH:11][C:12]=4[O:40][CH3:41])[N:22]=3)=[C:25]3[C:29]=2[CH2:28][N:27]([CH3:34])[C:26]3=[O:35])[CH2:53][CH2:54]1)([CH3:45])([CH3:43])[CH3:44], predict the reactants needed to synthesize it. The reactants are: [CH2:1]([O:3][P:4]([CH2:9][C:10]1[CH:15]=[CH:14][C:13]([NH:16][C:17]2[N:22]=[C:21]([NH:23][C:24]3[CH:32]=[CH:31][C:30](Br)=[C:29]4[C:25]=3[C:26](=[O:35])[N:27]([CH3:34])[CH2:28]4)[C:20]([C:36]([F:39])([F:38])[F:37])=[CH:19][N:18]=2)=[C:12]([O:40][CH3:41])[CH:11]=1)(=[O:8])[O:5][CH2:6][CH3:7])[CH3:2].[C:42]([O:46][C:47](=[O:55])[CH2:48][N:49]1[CH2:54][CH2:53][NH:52][CH2:51][CH2:50]1)([CH3:45])([CH3:44])[CH3:43]. (2) Given the product [F:1][C:2]1[C:7]([F:8])=[CH:6][C:5]([C:9]2[CH:10]=[CH:11][C:12]([O:15][CH2:16][C:17]3[CH:18]=[C:19]([CH2:20][OH:21])[CH:22]=[CH:23][CH:24]=3)=[CH:13][CH:14]=2)=[C:4]([O:25][CH3:26])[CH:3]=1, predict the reactants needed to synthesize it. The reactants are: [F:1][C:2]1[C:7]([F:8])=[CH:6][C:5]([C:9]2[CH:14]=[CH:13][C:12]([O:15][CH2:16][C:17]3[CH:18]=[C:19]([CH:22]=[CH:23][CH:24]=3)[CH:20]=[O:21])=[CH:11][CH:10]=2)=[C:4]([O:25][CH3:26])[CH:3]=1.[H-].[Al+3].[Li+].[H-].[H-].[H-].O. (3) Given the product [CH2:1]([N:3]1[CH:7]=[C:6]([C:8]2[CH:13]=[CH:12][N:11]=[C:10]3[NH:14][CH:15]=[CH:16][C:9]=23)[C:5]([C:27]2[CH:28]=[C:29]([CH:30]=[CH:31][CH:32]=2)[NH2:33])=[N:4]1)[CH3:2], predict the reactants needed to synthesize it. The reactants are: [CH2:1]([N:3]1[CH:7]=[C:6]([C:8]2[CH:13]=[CH:12][N:11]=[C:10]3[N:14](S(C4C=CC(C)=CC=4)(=O)=O)[CH:15]=[CH:16][C:9]=23)[C:5]([C:27]2[CH:32]=[CH:31][CH:30]=[C:29]([N+:33]([O-])=O)[CH:28]=2)=[N:4]1)[CH3:2].[OH-].[Na+]. (4) The reactants are: [F:1][C:2]1[N:7]=[C:6]([C:8]2[N:9]([CH2:13][C:14]3[N:19]=[N:18][C:17]([NH2:20])=[CH:16][C:15]=3[CH2:21][CH2:22][CH3:23])[CH:10]=[CH:11][N:12]=2)[CH:5]=[CH:4][CH:3]=1.Br[CH2:25][C:26](=O)[CH2:27][CH3:28]. Given the product [CH2:27]([C:26]1[N:20]=[C:17]2[CH:16]=[C:15]([CH2:21][CH2:22][CH3:23])[C:14]([CH2:13][N:9]3[CH:10]=[CH:11][N:12]=[C:8]3[C:6]3[CH:5]=[CH:4][CH:3]=[C:2]([F:1])[N:7]=3)=[N:19][N:18]2[CH:25]=1)[CH3:28], predict the reactants needed to synthesize it. (5) Given the product [CH3:1][O:2][C:3]1[CH:45]=[CH:44][CH:43]=[CH:42][C:4]=1[CH2:5][O:6][CH2:7][CH2:8][CH2:9][O:10][C:11]1[CH:16]=[CH:15][C:14]([CH:17]2[CH2:22][CH2:21][N:20]([C:23]([O:25][C:26]([CH3:29])([CH3:28])[CH3:27])=[O:24])[CH2:19][CH:18]2[O:30][CH2:31][C:32]2[CH:33]=[CH:34][C:35]3[O:39][C:38](=[O:40])[N:37]([CH2:49][CH2:50][CH2:51][O:52][CH3:53])[C:36]=3[CH:41]=2)=[CH:13][CH:12]=1, predict the reactants needed to synthesize it. The reactants are: [CH3:1][O:2][C:3]1[CH:45]=[CH:44][CH:43]=[CH:42][C:4]=1[CH2:5][O:6][CH2:7][CH2:8][CH2:9][O:10][C:11]1[CH:16]=[CH:15][C:14]([C@H:17]2[CH2:22][CH2:21][N:20]([C:23]([O:25][C:26]([CH3:29])([CH3:28])[CH3:27])=[O:24])[CH2:19][C@@H:18]2[O:30][CH2:31][C:32]2[CH:33]=[CH:34][C:35]3[O:39][C:38](=[O:40])[NH:37][C:36]=3[CH:41]=2)=[CH:13][CH:12]=1.[H-].[Na+].Cl[CH2:49][CH2:50][CH2:51][O:52][CH3:53].[I-].[Na+]. (6) Given the product [F:63][C:64]1[CH:65]=[C:66]([CH:69]=[CH:70][C:71]=1[F:72])[CH2:67][N:52]1[C:53](=[O:56])[CH:54]=[CH:55][C:50]([CH2:49][C:37]2[C:36]3[C:40](=[CH:41][CH:42]=[C:34]([F:33])[CH:35]=3)[N:39]([CH2:43][C:44]([O:46][CH3:47])=[O:45])[C:38]=2[CH3:48])=[CH:51]1, predict the reactants needed to synthesize it. The reactants are: FC1C=C(F)C=CC=1CN1C(=O)C=CC(CC2C3C(=CC=CC=3)N(CC(OC)=O)C=2C)=C1.[F:33][C:34]1[CH:35]=[C:36]2[C:40](=[CH:41][CH:42]=1)[N:39]([CH2:43][C:44]([O:46][CH3:47])=[O:45])[C:38]([CH3:48])=[C:37]2[CH2:49][C:50]1[CH:55]=[CH:54][C:53](=[O:56])[NH:52][CH:51]=1.C(=O)([O-])[O-].[K+].[K+].[F:63][C:64]1[CH:65]=[C:66]([CH:69]=[CH:70][C:71]=1[F:72])[CH2:67]Br. (7) Given the product [Cl:1][C:2]1[S:6][C:5]([S:7]([NH:10][C:11]([NH:13][C:14]2([CH3:17])[CH2:15][CH2:16]2)=[NH:12])(=[O:8])=[O:9])=[C:4]([B:23]([OH:26])[OH:24])[CH:3]=1, predict the reactants needed to synthesize it. The reactants are: [Cl:1][C:2]1[S:6][C:5]([S:7]([NH:10][C:11]([NH:13][C:14]2([CH3:17])[CH2:16][CH2:15]2)=[NH:12])(=[O:9])=[O:8])=[CH:4][CH:3]=1.C([Li])CCC.[B:23](OC)([O:26]C)[O:24]C.Cl. (8) Given the product [NH2:1][C:2]1[N:3]([C:14]([O:16][C:17]([CH3:20])([CH3:19])[CH3:18])=[O:15])[CH:4]=[C:5]([CH2:7][CH2:8][CH2:9][CH2:10][CH2:11][C:12]2[N:23]=[N:22][N:21]([CH2:24][CH2:25][NH:26][C:27](=[O:41])[C:28]3[CH:33]=[CH:32][C:31]([CH2:34][CH2:35][CH2:36][CH2:37][CH2:38][CH2:39][CH3:40])=[CH:30][CH:29]=3)[CH:13]=2)[N:6]=1, predict the reactants needed to synthesize it. The reactants are: [NH2:1][C:2]1[N:3]([C:14]([O:16][C:17]([CH3:20])([CH3:19])[CH3:18])=[O:15])[CH:4]=[C:5]([CH2:7][CH2:8][CH2:9][CH2:10][CH2:11][C:12]#[CH:13])[N:6]=1.[N:21]([CH2:24][CH2:25][NH:26][C:27](=[O:41])[C:28]1[CH:33]=[CH:32][C:31]([CH2:34][CH2:35][CH2:36][CH2:37][CH2:38][CH2:39][CH3:40])=[CH:30][CH:29]=1)=[N+:22]=[N-:23].